From a dataset of HIV replication inhibition screening data with 41,000+ compounds from the AIDS Antiviral Screen. Binary Classification. Given a drug SMILES string, predict its activity (active/inactive) in a high-throughput screening assay against a specified biological target. (1) The drug is Clc1ccc(C[PH](c2ccccc2)(c2ccccc2)c2ccccc2)c(Cl)c1. The result is 0 (inactive). (2) The molecule is CCOC(=O)C1(Cc2ccccc2)Cc2ccccc2C1=O. The result is 0 (inactive). (3) The compound is CC(C)(C)OC(=O)NCC(O)CNC(=O)OC(C)(C)C. The result is 0 (inactive). (4) The drug is CCOc1ccc(N2CC(=O)N3CCCC(c4ccccc4)N3C(=O)C2)cc1. The result is 0 (inactive).